This data is from Forward reaction prediction with 1.9M reactions from USPTO patents (1976-2016). The task is: Predict the product of the given reaction. (1) Given the reactants [C:1]([O:5][C:6](=[O:17])[NH:7][CH2:8][CH2:9][C:10]1[CH:15]=[CH:14][C:13]([OH:16])=[CH:12][CH:11]=1)([CH3:4])([CH3:3])[CH3:2].C(=O)([O-])[O-].[K+].[K+].[I-].[K+].CS(O[CH2:31][CH2:32][C:33]1[CH:38]=[CH:37][C:36]([O:39][CH2:40][C:41]2[CH:46]=[CH:45][CH:44]=[CH:43][CH:42]=2)=[C:35]([C@@H:47]([C:57]2[CH:62]=[CH:61][CH:60]=[CH:59][CH:58]=2)[CH2:48][CH2:49][N:50]([CH:54]([CH3:56])[CH3:55])[CH:51]([CH3:53])[CH3:52])[CH:34]=1)(=O)=O, predict the reaction product. The product is: [NH3:7].[CH2:40]([O:39][C:36]1[CH:37]=[CH:38][C:33]([CH2:32][CH2:31][O:16][C:13]2[CH:14]=[CH:15][C:10]([CH2:9][CH2:8][NH:7][C:6](=[O:17])[O:5][C:1]([CH3:4])([CH3:2])[CH3:3])=[CH:11][CH:12]=2)=[CH:34][C:35]=1[C@@H:47]([C:57]1[CH:58]=[CH:59][CH:60]=[CH:61][CH:62]=1)[CH2:48][CH2:49][N:50]([CH:54]([CH3:55])[CH3:56])[CH:51]([CH3:53])[CH3:52])[C:41]1[CH:42]=[CH:43][CH:44]=[CH:45][CH:46]=1. (2) Given the reactants [C:1]1([C:7]#[CH:8])[CH:6]=[CH:5][CH:4]=[CH:3][CH:2]=1.C(=O)=O.C([Li])CCC.[Cl-].[Zn+2:18].[Cl-], predict the reaction product. The product is: [C:1]1([C:7]#[C:8][Zn:18])[CH:6]=[CH:5][CH:4]=[CH:3][CH:2]=1. (3) Given the reactants [C:1]([S:4][C:5]1[C:12]([F:13])=[C:11]([F:14])[C:8]([CH:9]=[O:10])=[C:7]([F:15])[C:6]=1[F:16])(=[O:3])[CH3:2].C([O-])(=S)C.C([O-])(=S)C.[K+].SC1C(F)=C(F)C(C=O)=C(F)C=1F.C(Cl)[Cl:40], predict the reaction product. The product is: [C:1]([Cl:40])(=[O:3])[CH3:2].[C:1]([S:4][C:5]1[C:12]([F:13])=[C:11]([F:14])[C:8]([CH:9]=[O:10])=[C:7]([F:15])[C:6]=1[F:16])(=[O:3])[CH3:2]. (4) Given the reactants [CH:1]1([C:4]2[N:5]=[C:6]3[C:12]([C:13](O)=[O:14])=[CH:11][N:10]([CH2:16][O:17][CH2:18][CH2:19][Si:20]([CH3:23])([CH3:22])[CH3:21])[C:7]3=[N:8][CH:9]=2)[CH2:3][CH2:2]1.C(N(CC)CC)C.Cl.[NH2:32][C@@H:33]([CH3:41])[C:34]([O:36][C:37]([CH3:40])([CH3:39])[CH3:38])=[O:35].C1CN([P+](ON2N=NC3C=CC=CC2=3)(N2CCCC2)N2CCCC2)CC1.F[P-](F)(F)(F)(F)F, predict the reaction product. The product is: [CH:1]1([C:4]2[N:5]=[C:6]3[C:12]([C:13]([NH:32][C@@H:33]([CH3:41])[C:34]([O:36][C:37]([CH3:40])([CH3:39])[CH3:38])=[O:35])=[O:14])=[CH:11][N:10]([CH2:16][O:17][CH2:18][CH2:19][Si:20]([CH3:22])([CH3:23])[CH3:21])[C:7]3=[N:8][CH:9]=2)[CH2:2][CH2:3]1. (5) Given the reactants FC(F)(F)S(O[C:7]1[C:12]2[O:13][CH:14]([CH2:17][O:18][S:19]([C:22]3[CH:27]=[CH:26][C:25]([CH3:28])=[CH:24][CH:23]=3)(=[O:21])=[O:20])[CH2:15][O:16][C:11]=2[CH:10]=[CH:9][CH:8]=1)(=O)=O.[F:31][C:32]1[CH:37]=[CH:36][CH:35]=[CH:34][C:33]=1B(O)O, predict the reaction product. The product is: [F:31][C:32]1[CH:37]=[CH:36][CH:35]=[CH:34][C:33]=1[C:7]1[C:12]2[O:13][CH:14]([CH2:17][O:18][S:19]([C:22]3[CH:23]=[CH:24][C:25]([CH3:28])=[CH:26][CH:27]=3)(=[O:20])=[O:21])[CH2:15][O:16][C:11]=2[CH:10]=[CH:9][CH:8]=1. (6) Given the reactants F[C:2]1[C:7]([C:8]([F:11])([F:10])[F:9])=[C:6]([C:12]([F:18])([F:17])[C:13]([F:16])([F:15])[F:14])[N:5]=[C:4]([CH3:19])[N:3]=1.[C-:20]#[N:21].[Na+].O.C(OCC)(=O)C, predict the reaction product. The product is: [CH3:19][C:4]1[N:3]=[C:2]([C:20]#[N:21])[C:7]([C:8]([F:11])([F:10])[F:9])=[C:6]([C:12]([F:18])([F:17])[C:13]([F:16])([F:15])[F:14])[N:5]=1. (7) Given the reactants [CH3:1][C:2]([C:9]1[CH:14]=[CH:13][C:12]([CH3:15])=[CH:11][CH:10]=1)([CH3:8])[C:3](=O)[C:4]([OH:6])=[O:5].[CH3:16][NH2:17], predict the reaction product. The product is: [CH3:16][NH:17][C@H:3]([C:4]([OH:6])=[O:5])[C:2]([CH3:8])([CH3:1])[C:9]1[CH:14]=[CH:13][C:12]([CH3:15])=[CH:11][CH:10]=1. (8) Given the reactants [C:1]1([CH2:7][CH2:8][CH:9]([OH:18])[CH2:10][CH2:11][C:12]2[CH:17]=[CH:16][CH:15]=[CH:14][CH:13]=2)[CH:6]=[CH:5][CH:4]=[CH:3][CH:2]=1.CCN(C(C)C)C(C)C.[C:28](Cl)(=[O:31])[CH:29]=[CH2:30].CO, predict the reaction product. The product is: [C:28]([O:18][CH:9]([CH2:8][CH2:7][C:1]1[CH:6]=[CH:5][CH:4]=[CH:3][CH:2]=1)[CH2:10][CH2:11][C:12]1[CH:13]=[CH:14][CH:15]=[CH:16][CH:17]=1)(=[O:31])[CH:29]=[CH2:30]. (9) Given the reactants [NH:1]1[CH2:5][CH2:4][CH2:3][C:2]1=[O:6].Br[C:8]1[CH:13]=[CH:12][C:11]([C:14]([N:16]2[CH2:21][CH2:20][N:19]([C:22]3[C:27]([CH3:28])=[CH:26][C:25]([CH3:29])=[CH:24][N:23]=3)[CH2:18][CH2:17]2)=[O:15])=[C:10]([F:30])[CH:9]=1, predict the reaction product. The product is: [CH3:28][C:27]1[C:22]([N:19]2[CH2:20][CH2:21][N:16]([C:14]([C:11]3[CH:12]=[CH:13][C:8]([N:1]4[CH2:5][CH2:4][CH2:3][C:2]4=[O:6])=[CH:9][C:10]=3[F:30])=[O:15])[CH2:17][CH2:18]2)=[N:23][CH:24]=[C:25]([CH3:29])[CH:26]=1.